From a dataset of Forward reaction prediction with 1.9M reactions from USPTO patents (1976-2016). Predict the product of the given reaction. Given the reactants [O-]CC.[Na+].[C:5]([O:13][CH2:14][CH3:15])(=[O:12])[CH2:6][C:7]([O:9][CH2:10][CH3:11])=[O:8].CS(O[C@@H:21]([CH3:25])[CH2:22][CH2:23][CH3:24])(=O)=O.[Cl-].[NH4+], predict the reaction product. The product is: [CH2:14]([O:13][C:5](=[O:12])[CH:6]([C@H:21]([CH3:25])[CH2:22][CH2:23][CH3:24])[C:7]([O:9][CH2:10][CH3:11])=[O:8])[CH3:15].